Predict the reaction yield, written as a fraction of the theoretical maximum amount of product (1.0 means a 100% yield; for example, 0.34 means a 34% yield). From a dataset of Reaction yield outcomes from USPTO patents with 853,638 reactions. (1) The reactants are [C:1]([O:4][CH2:5][CH2:6][C:7]1[C:16]2[C:11](=[CH:12][CH:13]=[CH:14][CH:15]=2)[C:10]([O:17][CH2:18][C:19]2[CH:24]=[CH:23][CH:22]=[CH:21][CH:20]=2)=[CH:9][C:8]=1[N+:25]([O-])=O)(=[O:3])[CH3:2]. The catalyst is C1COCC1.O=[Pt]=O. The product is [C:1]([O:4][CH2:5][CH2:6][C:7]1[C:16]2[C:11](=[CH:12][CH:13]=[CH:14][CH:15]=2)[C:10]([O:17][CH2:18][C:19]2[CH:24]=[CH:23][CH:22]=[CH:21][CH:20]=2)=[CH:9][C:8]=1[NH2:25])(=[O:3])[CH3:2]. The yield is 0.976. (2) The reactants are S(Cl)(Cl)=O.[S:5]1[CH:9]=[CH:8][CH:7]=[C:6]1[CH2:10][C:11]([OH:13])=[O:12].[C:14](=O)(O)[O-].[Na+]. The catalyst is CO. The product is [S:5]1[CH:9]=[CH:8][CH:7]=[C:6]1[CH2:10][C:11]([O:13][CH3:14])=[O:12]. The yield is 0.980. (3) The reactants are [NH2:1][C:2]1[C:11]2[C:6](=[C:7](Br)[CH:8]=[CH:9][CH:10]=2)[N:5]=[N:4][C:3]=1[C:13]([NH:15][CH2:16][CH2:17][CH3:18])=[O:14].CC1(C)C(C)(C)OB([C:27]2[CH:28]=[C:29]3[C:34](=[CH:35][CH:36]=2)[N:33]=[CH:32][CH:31]=[CH:30]3)O1. No catalyst specified. The product is [NH2:1][C:2]1[C:11]2[C:6](=[C:7]([C:27]3[CH:28]=[C:29]4[C:34](=[CH:35][CH:36]=3)[N:33]=[CH:32][CH:31]=[CH:30]4)[CH:8]=[CH:9][CH:10]=2)[N:5]=[N:4][C:3]=1[C:13]([NH:15][CH2:16][CH2:17][CH3:18])=[O:14]. The yield is 0.919. (4) The reactants are Br[C:2]1[CH:7]=[N:6][CH:5]=[C:4]([Br:8])[N:3]=1.[N:9]1([C:16]([O:18][C:19]([CH3:22])([CH3:21])[CH3:20])=[O:17])[CH2:15][CH2:14][CH2:13][NH:12][CH2:11][CH2:10]1.C(N(CC)CC)C. The catalyst is CC(O)C. The product is [Br:8][C:4]1[N:3]=[C:2]([N:12]2[CH2:13][CH2:14][CH2:15][N:9]([C:16]([O:18][C:19]([CH3:22])([CH3:21])[CH3:20])=[O:17])[CH2:10][CH2:11]2)[CH:7]=[N:6][CH:5]=1. The yield is 0.950. (5) The reactants are [Cl:1][C:2]1[CH:3]=[C:4]([C:8]2[CH:9]=[C:10]([CH2:16][N:17]3[CH:21]=[C:20]([C:22]#[N:23])[CH:19]=[N:18]3)[CH:11]=[N:12][C:13]=2[O:14][CH3:15])[CH:5]=[CH:6][CH:7]=1.[OH-:24].[Na+].OO.O. The catalyst is CO. The product is [Cl:1][C:2]1[CH:3]=[C:4]([C:8]2[CH:9]=[C:10]([CH2:16][N:17]3[CH:21]=[C:20]([C:22]([NH2:23])=[O:24])[CH:19]=[N:18]3)[CH:11]=[N:12][C:13]=2[O:14][CH3:15])[CH:5]=[CH:6][CH:7]=1. The yield is 0.950.